This data is from TCR-epitope binding with 47,182 pairs between 192 epitopes and 23,139 TCRs. The task is: Binary Classification. Given a T-cell receptor sequence (or CDR3 region) and an epitope sequence, predict whether binding occurs between them. (1) Result: 0 (the TCR does not bind to the epitope). The TCR CDR3 sequence is CASSEDRWGAAGRTEAFF. The epitope is VLWAHGFEL. (2) The epitope is PKYVKQNTLKLAT. The TCR CDR3 sequence is CASSLTGGSETQYF. Result: 1 (the TCR binds to the epitope). (3) The epitope is LLWNGPMAV. The TCR CDR3 sequence is CASSGGTELAKNIQYF. Result: 1 (the TCR binds to the epitope). (4) The epitope is KTWGQYWQV. The TCR CDR3 sequence is CASSQLFNLGQGFPGNTIYF. Result: 1 (the TCR binds to the epitope). (5) The epitope is SEVGPEHSLAEY. The TCR CDR3 sequence is CASSYSPLYGYTF. Result: 0 (the TCR does not bind to the epitope). (6) The epitope is VTIAEILLI. The TCR CDR3 sequence is CASSFHPDTQYF. Result: 0 (the TCR does not bind to the epitope). (7) The epitope is HPKVSSEVHI. The TCR CDR3 sequence is CSARDEAGQNTGELFF. Result: 0 (the TCR does not bind to the epitope).